From a dataset of Full USPTO retrosynthesis dataset with 1.9M reactions from patents (1976-2016). Predict the reactants needed to synthesize the given product. (1) The reactants are: [Cl:1][C:2]1[C:3]([CH2:8][NH:9][C:10]([N:12]2[CH2:17][CH2:16][N:15]([CH3:18])[CH2:14][CH2:13]2)=O)=[N:4][CH:5]=[CH:6][N:7]=1.P(Cl)(Cl)(Cl)=O. Given the product [Cl:1][C:2]1[C:3]2[N:4]([C:10]([N:12]3[CH2:17][CH2:16][N:15]([CH3:18])[CH2:14][CH2:13]3)=[N:9][CH:8]=2)[CH:5]=[CH:6][N:7]=1, predict the reactants needed to synthesize it. (2) Given the product [NH2:1][C:2]1[CH:10]=[CH:9][C:5]([C:6]([NH:43][C:44]2[S:45][CH:46]=[CH:47][N:48]=2)=[O:8])=[CH:4][C:3]=1[Br:11], predict the reactants needed to synthesize it. The reactants are: [NH2:1][C:2]1[CH:10]=[CH:9][C:5]([C:6]([OH:8])=O)=[CH:4][C:3]=1[Br:11].CCN(C(C)C)C(C)C.Cl.CN(C)CCCN=C=NCC.ON1C2C=CC=CC=2N=N1.[NH2:43][C:44]1[S:45][CH:46]=[CH:47][N:48]=1.